Dataset: Forward reaction prediction with 1.9M reactions from USPTO patents (1976-2016). Task: Predict the product of the given reaction. (1) The product is: [F:12][C:4]1[CH:3]=[C:2]([NH:1][C:14]([O:16][C:17]2[CH:22]=[CH:21][CH:20]=[CH:19][CH:18]=2)=[O:15])[CH:11]=[CH:10][C:5]=1[C:6]([O:8][CH3:9])=[O:7]. Given the reactants [NH2:1][C:2]1[CH:11]=[CH:10][C:5]([C:6]([O:8][CH3:9])=[O:7])=[C:4]([F:12])[CH:3]=1.Cl[C:14]([O:16][C:17]1[CH:22]=[CH:21][CH:20]=[CH:19][CH:18]=1)=[O:15].N1C=CC=CC=1, predict the reaction product. (2) Given the reactants [C:1]([C:4]1[C:5]2[NH:28][CH:27]=[CH:26][C:6]=2[C:7]([C:10]2[CH2:11][N:12](C(OCC3C=CC=CC=3)=O)[CH2:13][CH2:14][CH:15]=2)=[N:8][CH:9]=1)(=[O:3])[NH2:2].CC1(C)C(C)(C)OB(C2CN(C(OCC3C=CC=CC=3)=O)CCC=2)O1.[Li+].[OH-].[NH4+].[Cl-], predict the reaction product. The product is: [NH:12]1[CH2:13][CH2:14][CH2:15][CH:10]([C:7]2[C:6]3[CH:26]=[CH:27][NH:28][C:5]=3[C:4]([C:1]([NH2:2])=[O:3])=[CH:9][N:8]=2)[CH2:11]1. (3) The product is: [CH3:7][C:8]1[CH:17]=[C:16]([CH2:18][O:19][C:20]2[CH:25]=[CH:24][C:23]([S:26]([Cl:32])(=[O:29])=[O:27])=[CH:22][CH:21]=2)[C:15]2[C:10](=[CH:11][CH:12]=[CH:13][CH:14]=2)[N:9]=1. Given the reactants CN(C=O)C.[Na+].[CH3:7][C:8]1[CH:17]=[C:16]([CH2:18][O:19][C:20]2[CH:25]=[CH:24][C:23]([S:26]([O-:29])(=O)=[O:27])=[CH:22][CH:21]=2)[C:15]2[C:10](=[CH:11][CH:12]=[CH:13][CH:14]=2)[N:9]=1.S(Cl)([Cl:32])=O, predict the reaction product. (4) Given the reactants [OH:1][C:2]1[CH:3]=[C:4]([CH:9]=[CH:10][C:11]=1[O:12][CH3:13])[C:5]([O:7][CH3:8])=[O:6].Br[CH2:15][CH2:16][Cl:17].C([O-])([O-])=O.[K+].[K+].CCOC(C)=O, predict the reaction product. The product is: [CH3:8][O:7][C:5](=[O:6])[C:4]1[CH:9]=[CH:10][C:11]([O:12][CH3:13])=[C:2]([O:1][CH2:15][CH2:16][Cl:17])[CH:3]=1. (5) Given the reactants ClC1C=CC=C(C(OO)=[O:9])C=1.[Cl:12][C:13]1[CH:18]=[C:17]([F:19])[CH:16]=[CH:15][C:14]=1[C:20]1[C:21]2[CH:29]=[CH:28][N:27]=[C:26]([C:30]3[C:35]([F:36])=[CH:34][CH:33]=[CH:32][C:31]=3[F:37])[C:22]=2[N:23]=[CH:24][N:25]=1, predict the reaction product. The product is: [Cl:12][C:13]1[CH:18]=[C:17]([F:19])[CH:16]=[CH:15][C:14]=1[C:20]1[C:21]2[CH:29]=[CH:28][N+:27]([O-:9])=[C:26]([C:30]3[C:35]([F:36])=[CH:34][CH:33]=[CH:32][C:31]=3[F:37])[C:22]=2[N:23]=[CH:24][N:25]=1. (6) Given the reactants FC(F)(F)C(O)=O.C([O:12][C:13](=[O:40])/[CH:14]=[CH:15]/[C:16]1[CH:21]=[CH:20][C:19]([C:22]([N:24]2[CH2:33][C:32]3[CH:31]=[N:30][N:29]([CH3:34])[C:28]=3[NH:27][C:26]3[CH:35]=[CH:36][CH:37]=[CH:38][C:25]2=3)=[O:23])=[CH:18][C:17]=1[CH3:39])(C)(C)C, predict the reaction product. The product is: [CH3:39][C:17]1[CH:18]=[C:19]([C:22]([N:24]2[CH2:33][C:32]3[CH:31]=[N:30][N:29]([CH3:34])[C:28]=3[NH:27][C:26]3[CH:35]=[CH:36][CH:37]=[CH:38][C:25]2=3)=[O:23])[CH:20]=[CH:21][C:16]=1/[CH:15]=[CH:14]/[C:13]([OH:40])=[O:12].